Dataset: Reaction yield outcomes from USPTO patents with 853,638 reactions. Task: Predict the reaction yield, written as a fraction of the theoretical maximum amount of product (1.0 means a 100% yield; for example, 0.34 means a 34% yield). (1) The catalyst is ClCCl. The reactants are [O:1]1[C:5]2[CH:6]=[CH:7][C:8]([C:10]3([C:13]([NH:15][C:16]4[CH:17]=[C:18]5[C:22](=[CH:23][C:24]=4[F:25])[NH:21][CH:20]([C:26]([CH3:29])([CH3:28])[CH3:27])[CH2:19]5)=[O:14])[CH2:12][CH2:11]3)=[CH:9][C:4]=2[O:3][CH2:2]1.[O:30]1[CH2:35][CH2:34][CH2:33][CH:32]([CH:36]=O)[CH2:31]1.[BH-](OC(C)=O)(OC(C)=O)OC(C)=O.[Na+]. The product is [O:1]1[C:5]2[CH:6]=[CH:7][C:8]([C:10]3([C:13]([NH:15][C:16]4[CH:17]=[C:18]5[C:22](=[CH:23][C:24]=4[F:25])[N:21]([CH2:36][CH:32]4[CH2:33][CH2:34][CH2:35][O:30][CH2:31]4)[CH:20]([C:26]([CH3:29])([CH3:28])[CH3:27])[CH2:19]5)=[O:14])[CH2:12][CH2:11]3)=[CH:9][C:4]=2[O:3][CH2:2]1. The yield is 0.500. (2) The reactants are [CH2:1]([O:3][C:4]1[CH:5]=[C:6]([CH:12]([NH2:18])[C:13](=[S:15](=[O:17])=[O:16])C)[CH:7]=[CH:8][C:9]=1[O:10][CH3:11])[CH3:2].[C:19]([NH:22][C:23]1[CH:33]=[CH:32][CH:31]=[C:25]2[C:26]([O:28][C:29](=O)[C:24]=12)=[O:27])(=[O:21])[CH3:20].[C:34](O)(=O)C. No catalyst specified. The product is [CH2:1]([O:3][C:4]1[CH:5]=[C:6]([CH:12]([N:18]2[C:29](=[O:28])[C:24]3[C:25](=[CH:31][CH:32]=[CH:33][C:23]=3[NH:22][C:19](=[O:21])[CH3:20])[C:26]2=[O:27])[CH2:13][S:15]([CH3:34])(=[O:16])=[O:17])[CH:7]=[CH:8][C:9]=1[O:10][CH3:11])[CH3:2]. The yield is 0.590. (3) The reactants are [CH3:1][O:2][C:3]([C:5]1[CH:6]=[C:7]([C:12]2[CH:17]=[CH:16][C:15]([CH3:18])=[CH:14][CH:13]=2)[CH:8]=[C:9](N)[CH:10]=1)=[O:4].N(OCCC(C)C)=O.[I:27]CI. The catalyst is N1CCCCC1.CC#N. The product is [CH3:1][O:2][C:3]([C:5]1[CH:6]=[C:7]([C:12]2[CH:17]=[CH:16][C:15]([CH3:18])=[CH:14][CH:13]=2)[CH:8]=[C:9]([I:27])[CH:10]=1)=[O:4]. The yield is 0.660.